The task is: Predict the product of the given reaction.. This data is from Forward reaction prediction with 1.9M reactions from USPTO patents (1976-2016). (1) Given the reactants [S:1]1[CH:5]=[CH:4][CH:3]=[C:2]1[CH2:6][CH2:7][CH2:8][C:9]([OH:11])=O.C(OC(=O)C)(=O)C.P(=O)(O)(O)O, predict the reaction product. The product is: [CH2:7]1[CH2:8][C:9](=[O:11])[C:3]2[CH:4]=[CH:5][S:1][C:2]=2[CH2:6]1. (2) Given the reactants [C:1]([N:4]1[C:13]2[C:8](=[CH:9][C:10]([NH2:14])=[CH:11][CH:12]=2)[C:7]([C:16]2[CH:21]=[CH:20][CH:19]=[CH:18][CH:17]=2)([CH3:15])[CH2:6][C:5]1([CH3:23])[CH3:22])(=[O:3])[CH3:2].[O:24]1[CH:28]=[CH:27][CH:26]=[C:25]1[C:29](Cl)=[O:30].C(N(CC)C(C)C)(C)C, predict the reaction product. The product is: [C:1]([N:4]1[C:13]2[C:8](=[CH:9][C:10]([NH:14][C:29]([C:25]3[O:24][CH:28]=[CH:27][CH:26]=3)=[O:30])=[CH:11][CH:12]=2)[C:7]([C:16]2[CH:21]=[CH:20][CH:19]=[CH:18][CH:17]=2)([CH3:15])[CH2:6][C:5]1([CH3:23])[CH3:22])(=[O:3])[CH3:2]. (3) Given the reactants Cl[C:2]1[N:7]2[CH:8]=[CH:9][N:10]=[C:6]2[N:5]=[C:4]([Cl:11])[C:3]=1[C:12]1[C:17]([F:18])=[CH:16][CH:15]=[CH:14][C:13]=1[Cl:19].[CH3:20][CH:21]1[CH2:26][CH2:25][NH:24][CH2:23][CH2:22]1.C(Cl)(Cl)Cl, predict the reaction product. The product is: [CH3:20][CH:21]1[CH2:26][CH2:25][N:24]([C:2]2[N:7]3[CH:8]=[CH:9][N:10]=[C:6]3[N:5]=[C:4]([Cl:11])[C:3]=2[C:12]2[C:17]([F:18])=[CH:16][CH:15]=[CH:14][C:13]=2[Cl:19])[CH2:23][CH2:22]1. (4) Given the reactants [CH2:1]([C:5]1[CH:10]=[CH:9][C:8]([NH2:11])=[CH:7][CH:6]=1)[CH2:2][CH2:3][CH3:4].[CH:12](N(C(C)C)CC)(C)C.ClC(OCC)=O.[H-].[Al+3].[Li+].[H-].[H-].[H-], predict the reaction product. The product is: [CH2:1]([C:5]1[CH:6]=[CH:7][C:8]([NH:11][CH3:12])=[CH:9][CH:10]=1)[CH2:2][CH2:3][CH3:4]. (5) The product is: [CH3:3][O:4][C:5]1[CH:6]=[CH:7][C:8]([C:11]2[CH:16]=[CH:15][C:14]([S:17]([NH:20][CH2:28][C:29]#[C:30][C:31]3[CH:36]=[CH:35][CH:34]=[CH:33][CH:32]=3)(=[O:19])=[O:18])=[CH:13][CH:12]=2)=[CH:9][CH:10]=1. Given the reactants [Li+].[OH-].[CH3:3][O:4][C:5]1[CH:10]=[CH:9][C:8]([C:11]2[CH:16]=[CH:15][C:14]([S:17]([N:20]([CH2:28][C:29]#[C:30][C:31]3[CH:36]=[CH:35][CH:34]=[CH:33][CH:32]=3)C(=O)OC(C)(C)C)(=[O:19])=[O:18])=[CH:13][CH:12]=2)=[CH:7][CH:6]=1, predict the reaction product. (6) The product is: [CH2:1]([O:8][C:9]([N:11]1[CH2:17][CH:16]2[CH:18]([C:19]3[CH:24]=[CH:23][CH:22]=[C:21]([NH2:46])[CH:20]=3)[CH:13]([CH2:14][CH2:15]2)[CH2:12]1)=[O:10])[C:2]1[CH:7]=[CH:6][CH:5]=[CH:4][CH:3]=1. Given the reactants [CH2:1]([O:8][C:9]([N:11]1[CH2:17][CH:16]2[CH:18]([C:19]3[CH:24]=[CH:23][CH:22]=[C:21](OS(C(F)(F)F)(=O)=O)[CH:20]=3)[CH:13]([CH2:14][CH2:15]2)[CH2:12]1)=[O:10])[C:2]1[CH:7]=[CH:6][CH:5]=[CH:4][CH:3]=1.C(=[NH:46])(C1C=CC=CC=1)C1C=CC=CC=1.C(=O)([O-])[O-].[Cs+].[Cs+].C1C=CC(P(C2C(C3C(P(C4C=CC=CC=4)C4C=CC=CC=4)=CC=C4C=3C=CC=C4)=C3C(C=CC=C3)=CC=2)C2C=CC=CC=2)=CC=1.Cl.C([O-])(O)=O.[Na+], predict the reaction product. (7) Given the reactants [F:1][C:2]1([F:14])[O:6][C:5]2[CH:7]=[CH:8][C:9]([C:11](=[O:13])[CH3:12])=[CH:10][C:4]=2[O:3]1.[CH:15]1([Mg]Br)[CH2:17][CH2:16]1.C1(C(C2C=CC(Cl)=CC=2)(O)C)CC1, predict the reaction product. The product is: [CH:15]1([C:11]([C:9]2[CH:8]=[CH:7][C:5]3[O:6][C:2]([F:1])([F:14])[O:3][C:4]=3[CH:10]=2)([OH:13])[CH3:12])[CH2:17][CH2:16]1. (8) Given the reactants [C:1]([NH:4][C:5](=[CH:10][C:11]1[CH:16]=[C:15]([CH3:17])[C:14]([O:18]CC2C=CC=CC=2)=[C:13]([Cl:26])[CH:12]=1)[C:6]([O:8][CH3:9])=[O:7])(=[O:3])[CH3:2].[H][H], predict the reaction product. The product is: [C:1]([NH:4][CH:5]([CH2:10][C:11]1[CH:16]=[C:15]([CH3:17])[C:14]([OH:18])=[C:13]([Cl:26])[CH:12]=1)[C:6]([O:8][CH3:9])=[O:7])(=[O:3])[CH3:2].